From a dataset of Catalyst prediction with 721,799 reactions and 888 catalyst types from USPTO. Predict which catalyst facilitates the given reaction. (1) Product: [NH2:8][C:7]1[C:22]([C:23]([O:25][CH2:26][CH3:27])=[O:24])=[C:21]([CH3:28])[N:1]=[C:2]2[N:3]([CH2:9][C:10]3[CH:15]=[CH:14][C:13]([F:16])=[C:12]([F:17])[CH:11]=3)[CH:4]=[CH:5][C:6]=12. The catalyst class is: 226. Reactant: [NH2:1][C:2]1[N:3]([CH2:9][C:10]2[CH:15]=[CH:14][C:13]([F:16])=[C:12]([F:17])[CH:11]=2)[CH:4]=[CH:5][C:6]=1[C:7]#[N:8].C(O/[C:21](/[CH3:28])=[CH:22]/[C:23]([O:25][CH2:26][CH3:27])=[O:24])C.O.CC1C=CC(S(O)(=O)=O)=CC=1.[O-]CC.[Na+].Cl.O. (2) Reactant: [C:1]1([OH:7])[CH:6]=[CH:5][CH:4]=[CH:3][CH:2]=1.C([O-])([O-])=O.[Cs+].[Cs+].Br[CH:15]([CH3:21])[C:16]([O:18][CH2:19][CH3:20])=[O:17]. Product: [CH2:19]([O:18][C:16](=[O:17])[CH:15]([O:7][C:1]1[CH:6]=[CH:5][CH:4]=[CH:3][CH:2]=1)[CH3:21])[CH3:20]. The catalyst class is: 3. (3) Reactant: [CH3:1][NH:2][CH2:3][CH3:4].[C:5]([C:9]1[CH:10]=[C:11]([C:20]2[O:21][C:22]([CH3:36])=[C:23]([CH2:25][CH2:26][O:27][C:28]3[CH:33]=[CH:32][C:31]([CH:34]=O)=[CH:30][CH:29]=3)[N:24]=2)[CH:12]=[C:13]([C:16]([CH3:19])([CH3:18])[CH3:17])[C:14]=1[OH:15])([CH3:8])([CH3:7])[CH3:6].[BH4-].[Na+].N.C(Cl)[Cl:41]. Product: [OH2:15].[ClH:41].[C:16]([C:13]1[CH:12]=[C:11]([C:20]2[O:21][C:22]([CH3:36])=[C:23]([CH2:25][CH2:26][O:27][C:28]3[CH:29]=[CH:30][C:31]([CH3:34])=[CH:32][C:33]=3[CH2:1][NH:2][CH2:3][CH3:4])[N:24]=2)[CH:10]=[C:9]([C:5]([CH3:6])([CH3:8])[CH3:7])[C:14]=1[OH:15])([CH3:18])([CH3:19])[CH3:17]. The catalyst class is: 8. (4) Reactant: [Cl:1][C:2]1[CH:3]=[C:4]([C@@H:8]([C@@H:17]2[CH2:22][CH2:21][CH2:20][NH:19][CH2:18]2)[O:9][CH2:10][CH2:11][NH:12][C:13](=[O:16])[O:14][CH3:15])[CH:5]=[CH:6][CH:7]=1.CCN(C(C)C)C(C)C.[CH2:32]([NH:36][C:37](=[O:69])[CH2:38][C@H:39]([O:61][Si](C(C)(C)C)(C)C)[C@@H:40]([NH:48][C:49](=O)[O:50]C1C=CC([N+]([O-])=O)=CC=1)[CH2:41][CH:42]1[CH2:47][CH2:46][CH2:45][CH2:44][CH2:43]1)[CH2:33][CH2:34][CH3:35]. Product: [CH2:32]([NH:36][C:37](=[O:69])[CH2:38][C@H:39]([OH:61])[C@@H:40]([NH:48][C:49]([N:19]1[CH2:20][CH2:21][CH2:22][C@@H:17]([C@H:8]([C:4]2[CH:5]=[CH:6][CH:7]=[C:2]([Cl:1])[CH:3]=2)[O:9][CH2:10][CH2:11][NH:12][C:13](=[O:16])[O:14][CH3:15])[CH2:18]1)=[O:50])[CH2:41][CH:42]1[CH2:47][CH2:46][CH2:45][CH2:44][CH2:43]1)[CH2:33][CH2:34][CH3:35]. The catalyst class is: 158.